This data is from Full USPTO retrosynthesis dataset with 1.9M reactions from patents (1976-2016). The task is: Predict the reactants needed to synthesize the given product. Given the product [CH:33]([N:31]1[CH2:32][C:29]([NH:7][C:8]2[CH:9]=[C:10]3[C:19](=[CH:20][CH:21]=2)[O:18][CH2:17][C:16]2[N:11]3[CH:12]([CH3:23])[C:13](=[O:22])[NH:14][N:15]=2)([CH3:46])[CH2:30]1)([C:40]1[CH:41]=[CH:42][CH:43]=[CH:44][CH:45]=1)[C:34]1[CH:35]=[CH:36][CH:37]=[CH:38][CH:39]=1, predict the reactants needed to synthesize it. The reactants are: C([O-])([O-])=O.[K+].[K+].[NH2:7][C:8]1[CH:9]=[C:10]2[C:19](=[CH:20][CH:21]=1)[O:18][CH2:17][C:16]1[N:11]2[CH:12]([CH3:23])[C:13](=[O:22])[NH:14][N:15]=1.CS(O[C:29]1([CH3:46])[CH2:32][N:31]([CH:33]([C:40]2[CH:45]=[CH:44][CH:43]=[CH:42][CH:41]=2)[C:34]2[CH:39]=[CH:38][CH:37]=[CH:36][CH:35]=2)[CH2:30]1)(=O)=O.